Dataset: Full USPTO retrosynthesis dataset with 1.9M reactions from patents (1976-2016). Task: Predict the reactants needed to synthesize the given product. (1) Given the product [CH3:46][O:45][CH2:44][C:38]1([C:41]([N:8]2[CH2:11][CH:10]([C:12]3[CH:17]=[C:16]([C:18]([F:21])([F:19])[F:20])[CH:15]=[CH:14][N:13]=3)[CH2:9]2)=[O:42])[CH2:39][CH2:40][N:36]([C:34]([O:33][C:29]([CH3:30])([CH3:32])[CH3:31])=[O:35])[CH2:37]1, predict the reactants needed to synthesize it. The reactants are: OC(C(F)(F)F)=O.[NH:8]1[CH2:11][CH:10]([C:12]2[CH:17]=[C:16]([C:18]([F:21])([F:20])[F:19])[CH:15]=[CH:14][N:13]=2)[CH2:9]1.C(N(CC)CC)C.[C:29]([O:33][C:34]([N:36]1[CH2:40][CH2:39][C:38]([CH2:44][O:45][CH3:46])([C:41](Cl)=[O:42])[CH2:37]1)=[O:35])([CH3:32])([CH3:31])[CH3:30]. (2) Given the product [CH2:15]([N:22]1[CH2:28][CH:27]([CH2:29][O:30][C:36]2[CH:37]=[CH:38][C:33]([F:32])=[C:34]([CH3:40])[CH:35]=2)[CH2:26][O:25][CH2:24][CH:23]1[CH3:31])[C:16]1[CH:17]=[CH:18][CH:19]=[CH:20][CH:21]=1, predict the reactants needed to synthesize it. The reactants are: N(C(OC(C)C)=O)=NC(OC(C)C)=O.[CH2:15]([N:22]1[CH2:28][CH:27]([CH2:29][OH:30])[CH2:26][O:25][CH2:24][CH:23]1[CH3:31])[C:16]1[CH:21]=[CH:20][CH:19]=[CH:18][CH:17]=1.[F:32][C:33]1[CH:38]=[CH:37][C:36](O)=[CH:35][C:34]=1[CH3:40]. (3) The reactants are: Cl.[S:2]([N:12]1[C:16]2[N:17]=[CH:18][C:19]3[N:20]([C:21]([C@@H:24]4[CH2:28][CH2:27][C@H:26]([NH2:29])[CH2:25]4)=[N:22][N:23]=3)[C:15]=2[CH:14]=[CH:13]1)([C:5]1[CH:11]=[CH:10][C:8]([CH3:9])=[CH:7][CH:6]=1)(=[O:4])=[O:3].C(O)CC.Cl[C:35]1[N:36]=[CH:37][C:38]([C:41]#[N:42])=[N:39][CH:40]=1.CCN(C(C)C)C(C)C. Given the product [S:2]([N:12]1[C:16]2[N:17]=[CH:18][C:19]3[N:20]([C:21]([C@@H:24]4[CH2:28][CH2:27][C@H:26]([NH:29][C:35]5[N:36]=[CH:37][C:38]([C:41]#[N:42])=[N:39][CH:40]=5)[CH2:25]4)=[N:22][N:23]=3)[C:15]=2[CH:14]=[CH:13]1)([C:5]1[CH:11]=[CH:10][C:8]([CH3:9])=[CH:7][CH:6]=1)(=[O:4])=[O:3], predict the reactants needed to synthesize it. (4) The reactants are: C(OC(=O)[NH:5][C:6]([CH3:11])([CH3:10])[CH2:7][CH2:8][NH2:9])C.[BrH:13]. Given the product [BrH:13].[BrH:13].[CH3:10][C:6]([NH2:5])([CH3:11])[CH2:7][CH2:8][NH2:9], predict the reactants needed to synthesize it. (5) Given the product [ClH:23].[ClH:23].[N:11]1([C:14]2[CH:22]=[CH:21][C:17]([C:18]([OH:20])=[O:19])=[CH:16][N:15]=2)[CH2:10][CH2:9][NH:8][CH2:13][CH2:12]1, predict the reactants needed to synthesize it. The reactants are: C(OC([N:8]1[CH2:13][CH2:12][N:11]([C:14]2[CH:22]=[CH:21][C:17]([C:18]([OH:20])=[O:19])=[CH:16][N:15]=2)[CH2:10][CH2:9]1)=O)(C)(C)C.[ClH:23].O1CCOCC1. (6) The reactants are: Br[C:2]1[CH:10]=[C:9]2[C:5]([C:6]([C:19]3[N:20]([CH2:36][O:37][CH2:38][CH2:39][Si:40]([CH3:43])([CH3:42])[CH3:41])[C:21]4[C:22]([N:35]=3)=[CH:23][C:24]3[C:25]([CH3:34])([CH3:33])[C:26](=[O:32])[N:27]([CH2:30][CH3:31])[C:28]=3[CH:29]=4)=[N:7][N:8]2[CH2:11][O:12][CH2:13][CH2:14][Si:15]([CH3:18])([CH3:17])[CH3:16])=[CH:4][CH:3]=1.[C:44]([C:46]1[CH:51]=[CH:50][CH:49]=[CH:48][CH:47]=1)#[CH:45].C(NCC)C. Given the product [CH2:30]([N:27]1[C:28]2[CH:29]=[C:21]3[N:20]([CH2:36][O:37][CH2:38][CH2:39][Si:40]([CH3:41])([CH3:42])[CH3:43])[C:19]([C:6]4[C:5]5[C:9](=[CH:10][C:2]([C:45]#[C:44][C:46]6[CH:51]=[CH:50][CH:49]=[CH:48][CH:47]=6)=[CH:3][CH:4]=5)[N:8]([CH2:11][O:12][CH2:13][CH2:14][Si:15]([CH3:17])([CH3:16])[CH3:18])[N:7]=4)=[N:35][C:22]3=[CH:23][C:24]=2[C:25]([CH3:34])([CH3:33])[C:26]1=[O:32])[CH3:31], predict the reactants needed to synthesize it.